From a dataset of NCI-60 drug combinations with 297,098 pairs across 59 cell lines. Regression. Given two drug SMILES strings and cell line genomic features, predict the synergy score measuring deviation from expected non-interaction effect. (1) Drug 1: CC1C(C(=O)NC(C(=O)N2CCCC2C(=O)N(CC(=O)N(C(C(=O)O1)C(C)C)C)C)C(C)C)NC(=O)C3=C4C(=C(C=C3)C)OC5=C(C(=O)C(=C(C5=N4)C(=O)NC6C(OC(=O)C(N(C(=O)CN(C(=O)C7CCCN7C(=O)C(NC6=O)C(C)C)C)C)C(C)C)C)N)C. Drug 2: CCC1(CC2CC(C3=C(CCN(C2)C1)C4=CC=CC=C4N3)(C5=C(C=C6C(=C5)C78CCN9C7C(C=CC9)(C(C(C8N6C)(C(=O)OC)O)OC(=O)C)CC)OC)C(=O)OC)O.OS(=O)(=O)O. Cell line: SNB-19. Synergy scores: CSS=22.9, Synergy_ZIP=-7.15, Synergy_Bliss=-0.407, Synergy_Loewe=-0.402, Synergy_HSA=-0.382. (2) Drug 1: CN(CC1=CN=C2C(=N1)C(=NC(=N2)N)N)C3=CC=C(C=C3)C(=O)NC(CCC(=O)O)C(=O)O. Drug 2: B(C(CC(C)C)NC(=O)C(CC1=CC=CC=C1)NC(=O)C2=NC=CN=C2)(O)O. Cell line: SR. Synergy scores: CSS=71.8, Synergy_ZIP=1.73, Synergy_Bliss=0.738, Synergy_Loewe=-0.640, Synergy_HSA=0.482. (3) Drug 1: CCC1(CC2CC(C3=C(CCN(C2)C1)C4=CC=CC=C4N3)(C5=C(C=C6C(=C5)C78CCN9C7C(C=CC9)(C(C(C8N6C=O)(C(=O)OC)O)OC(=O)C)CC)OC)C(=O)OC)O.OS(=O)(=O)O. Drug 2: CNC(=O)C1=NC=CC(=C1)OC2=CC=C(C=C2)NC(=O)NC3=CC(=C(C=C3)Cl)C(F)(F)F. Cell line: NCI-H522. Synergy scores: CSS=0.661, Synergy_ZIP=-2.75, Synergy_Bliss=-4.76, Synergy_Loewe=-5.35, Synergy_HSA=-4.99. (4) Drug 1: CC1OCC2C(O1)C(C(C(O2)OC3C4COC(=O)C4C(C5=CC6=C(C=C35)OCO6)C7=CC(=C(C(=C7)OC)O)OC)O)O. Drug 2: CC1C(C(CC(O1)OC2CC(OC(C2O)C)OC3=CC4=CC5=C(C(=O)C(C(C5)C(C(=O)C(C(C)O)O)OC)OC6CC(C(C(O6)C)O)OC7CC(C(C(O7)C)O)OC8CC(C(C(O8)C)O)(C)O)C(=C4C(=C3C)O)O)O)O. Cell line: HS 578T. Synergy scores: CSS=27.8, Synergy_ZIP=5.07, Synergy_Bliss=12.6, Synergy_Loewe=11.3, Synergy_HSA=12.5. (5) Drug 1: C1=C(C(=O)NC(=O)N1)F. Drug 2: CCC1(CC2CC(C3=C(CCN(C2)C1)C4=CC=CC=C4N3)(C5=C(C=C6C(=C5)C78CCN9C7C(C=CC9)(C(C(C8N6C=O)(C(=O)OC)O)OC(=O)C)CC)OC)C(=O)OC)O.OS(=O)(=O)O. Cell line: NCI/ADR-RES. Synergy scores: CSS=22.1, Synergy_ZIP=1.93, Synergy_Bliss=1.53, Synergy_Loewe=0.677, Synergy_HSA=0.720. (6) Drug 1: CC1=C2C(C(=O)C3(C(CC4C(C3C(C(C2(C)C)(CC1OC(=O)C(C(C5=CC=CC=C5)NC(=O)OC(C)(C)C)O)O)OC(=O)C6=CC=CC=C6)(CO4)OC(=O)C)OC)C)OC. Drug 2: C#CCC(CC1=CN=C2C(=N1)C(=NC(=N2)N)N)C3=CC=C(C=C3)C(=O)NC(CCC(=O)O)C(=O)O. Cell line: OVCAR-4. Synergy scores: CSS=29.3, Synergy_ZIP=-3.00, Synergy_Bliss=-0.763, Synergy_Loewe=-1.51, Synergy_HSA=-0.991. (7) Drug 1: CCC1=CC2CC(C3=C(CN(C2)C1)C4=CC=CC=C4N3)(C5=C(C=C6C(=C5)C78CCN9C7C(C=CC9)(C(C(C8N6C)(C(=O)OC)O)OC(=O)C)CC)OC)C(=O)OC.C(C(C(=O)O)O)(C(=O)O)O. Drug 2: CCC(=C(C1=CC=CC=C1)C2=CC=C(C=C2)OCCN(C)C)C3=CC=CC=C3.C(C(=O)O)C(CC(=O)O)(C(=O)O)O. Cell line: HCC-2998. Synergy scores: CSS=68.2, Synergy_ZIP=12.4, Synergy_Bliss=13.9, Synergy_Loewe=-18.5, Synergy_HSA=12.7. (8) Drug 2: C1=CC=C(C(=C1)C(C2=CC=C(C=C2)Cl)C(Cl)Cl)Cl. Cell line: U251. Drug 1: CNC(=O)C1=NC=CC(=C1)OC2=CC=C(C=C2)NC(=O)NC3=CC(=C(C=C3)Cl)C(F)(F)F. Synergy scores: CSS=20.9, Synergy_ZIP=9.81, Synergy_Bliss=6.00, Synergy_Loewe=2.50, Synergy_HSA=2.47.